This data is from Experimentally validated miRNA-target interactions with 360,000+ pairs, plus equal number of negative samples. The task is: Binary Classification. Given a miRNA mature sequence and a target amino acid sequence, predict their likelihood of interaction. (1) The miRNA is hsa-miR-548f-5p with sequence UGCAAAAGUAAUCACAGUUUUU. The protein sequence of the target gene is MESTPSRGLNRVHLQCRNLQEFLGGLSPGVLDRLYGHPATCLAVFRELPSLAKNWVMRMLFLEQPLPQAAVALWVKKEFSKAQEESTGLLSGLRIWHTQLLPGGLQGLILNPIFRQNLRIALLGGGKAWSDDTSQLGPDKHARDVPSLDKYAEERWEVVLHFMVGSPSAAVSQDLAQLLSQAGLMKSTEPGEPPCITSAGFQFLLLDTPAQLWYFMLQYLQTAQSRGMDLVEILSFLFQLSFSTLGKDYSVEGMSDSLLNFLQHLREFGLVFQRKRKSRRYYPTRLAINLSSGVSGAGGT.... Result: 0 (no interaction). (2) The miRNA is hsa-miR-106b-5p with sequence UAAAGUGCUGACAGUGCAGAU. The protein sequence of the target gene is MERFRLEKKLPGPDEEAVVDLGKTSSTVNTKFEKEELESHRAVYIGVHVPFSKESRRRHRHRGHKHHHRRRKDKESDKEDGRESPSYDTPSQRVQFILGTEDDDEEHIPHDLFTEMDELCYRDGEEYEWKETARWLKFEEDVEDGGDRWSKPYVATLSLHSLFELRSCILNGTVMLDMRASTLDEIADMVLDNMIASGQLDESIRENVREALLKRHHHQNEKRFTSRIPLVRSFADIGKKHSDPHLLERNGEGLSASRHSLRTGLSASNLSLRGESPLSLLLGHLLPSSRAGTPAGSRCT.... Result: 1 (interaction). (3) The miRNA is hsa-miR-516b-3p with sequence UGCUUCCUUUCAGAGGGU. The protein sequence of the target gene is MLGLNHTSMSEFILVGFSAFPHLQLMLFLLFLLMYLFTLLGNLLIMATVWSERSLHTPMYLFLCVLSVSEILYTVAIIPRMLADLLSTQRSIAFLACASQMFFSFSFGFTHSFLLTVMGYDRYVAICHPLRYNVLMSPRGCACLVGCSWAGGSVMGMVVTSAIFQLTFCGSHEIQHFLCHVPPLLKLACGNNVPAVALGVGLVCIMALLGCFLLILLSYAFIVADILKIPSAEGRNKAFSTCASHLIVVIVHYGFASVIYLKPKGPHSQEGDTLMATTYAVLTPFLSPIIFSLRNKELKV.... Result: 0 (no interaction). (4) The miRNA is hsa-miR-30c-1-3p with sequence CUGGGAGAGGGUUGUUUACUCC. The protein sequence of the target gene is MAIPKHSLSPVPWEEDSFLQVKVEEEEEASLSQGGESSHDHIAHSEAARLRFRHFRYEEASGPHEALAHLRALCCQWLQPEAHSKEQILELLVLEQFLGALPPEIQAWVGAQSPKSGEEAAVLVEDLTQVLDKRGWDPGAEPTEASCKQSDLGESEPSNVTETLMGGVSLGPAFVKACEPEGSSERSGLSGEIWTKSVTQQIHFKKTSGPYKDVPTDQRGRESGASRNSSSAWPNLTSQEKPPSEDKFDLVDAYGTEPPYTYSGKRSSKCRECRKMFQSASALEAHQKTHSRKTPYACSE.... Result: 1 (interaction). (5) The miRNA is hsa-miR-4492 with sequence GGGGCUGGGCGCGCGCC. The protein sequence of the target gene is MAMAPSSSLPQVYPSHVVVAVWEWQDGLGIWHPYSATVCSFIEQHFVRQRGQHFGLGSLAHSIPLGQADPSLAPYIIDLPSWTQFRQNTGTMRSVRRHLFSQNSAPGQGIVWEWLGDDGSWVAYEARICDYLEQQVARGIQVVDLAPLGYNYTVNYATLTQTNKTSSFCRSVRRQVGPVYPVTSDIAVPRQMGLICFCQQCLHGSGTGPVSGRYRHSMTNLPAYPAPQAPHRTTTVSGAHQAFAPYNKPSLSGARSAPRLNTTNPWAAAPPVAGNQSLFHSSLSHLGPQLLPSGPSTSSG.... Result: 0 (no interaction).